Dataset: Reaction yield outcomes from USPTO patents with 853,638 reactions. Task: Predict the reaction yield, written as a fraction of the theoretical maximum amount of product (1.0 means a 100% yield; for example, 0.34 means a 34% yield). The reactants are [Br:1][C:2]1[CH:7]=[CH:6][C:5]([N:8]([CH3:12])[C:9](Cl)=[O:10])=[CH:4][CH:3]=1.[OH:13][C:14]1[N:19]=[CH:18][C:17]([N:20]2[C:25](=[O:26])[CH2:24][C:23]([CH3:28])([CH3:27])[CH2:22][C:21]2=[O:29])=[CH:16][CH:15]=1.N12CCN(CC1)CC2. The catalyst is ClCCl.CN(C)C=O. The product is [CH3:28][C:23]1([CH3:27])[CH2:24][C:25](=[O:26])[N:20]([C:17]2[CH:18]=[N:19][C:14]([O:13][C:9](=[O:10])[N:8]([C:5]3[CH:6]=[CH:7][C:2]([Br:1])=[CH:3][CH:4]=3)[CH3:12])=[CH:15][CH:16]=2)[C:21](=[O:29])[CH2:22]1. The yield is 0.200.